The task is: Regression. Given two drug SMILES strings and cell line genomic features, predict the synergy score measuring deviation from expected non-interaction effect.. This data is from NCI-60 drug combinations with 297,098 pairs across 59 cell lines. (1) Cell line: SF-295. Drug 1: CC(C1=C(C=CC(=C1Cl)F)Cl)OC2=C(N=CC(=C2)C3=CN(N=C3)C4CCNCC4)N. Drug 2: C1=CC=C(C=C1)NC(=O)CCCCCCC(=O)NO. Synergy scores: CSS=19.7, Synergy_ZIP=-4.39, Synergy_Bliss=-0.373, Synergy_Loewe=-12.1, Synergy_HSA=0.441. (2) Drug 1: COC1=C(C=C2C(=C1)N=CN=C2NC3=CC(=C(C=C3)F)Cl)OCCCN4CCOCC4. Drug 2: C1C(C(OC1N2C=C(C(=O)NC2=O)F)CO)O. Cell line: ACHN. Synergy scores: CSS=46.7, Synergy_ZIP=-20.3, Synergy_Bliss=-17.3, Synergy_Loewe=-6.61, Synergy_HSA=-6.22. (3) Drug 1: CC(C)(C#N)C1=CC(=CC(=C1)CN2C=NC=N2)C(C)(C)C#N. Drug 2: CC1=C(C(=O)C2=C(C1=O)N3CC4C(C3(C2COC(=O)N)OC)N4)N. Cell line: NCI/ADR-RES. Synergy scores: CSS=12.3, Synergy_ZIP=-2.70, Synergy_Bliss=0.613, Synergy_Loewe=-5.40, Synergy_HSA=-4.83. (4) Drug 1: CN1C(=O)N2C=NC(=C2N=N1)C(=O)N. Drug 2: CC12CCC3C(C1CCC2O)C(CC4=C3C=CC(=C4)O)CCCCCCCCCS(=O)CCCC(C(F)(F)F)(F)F. Cell line: IGROV1. Synergy scores: CSS=-1.21, Synergy_ZIP=-0.172, Synergy_Bliss=-0.513, Synergy_Loewe=-0.869, Synergy_HSA=-0.779. (5) Drug 1: CC1C(C(CC(O1)OC2CC(CC3=C2C(=C4C(=C3O)C(=O)C5=C(C4=O)C(=CC=C5)OC)O)(C(=O)C)O)N)O.Cl. Drug 2: C1=C(C(=O)NC(=O)N1)F. Cell line: MCF7. Synergy scores: CSS=37.0, Synergy_ZIP=-4.74, Synergy_Bliss=-2.24, Synergy_Loewe=1.19, Synergy_HSA=2.65. (6) Drug 1: C1=CC(=CC=C1CCCC(=O)O)N(CCCl)CCCl. Drug 2: CC1=C(C=C(C=C1)NC(=O)C2=CC=C(C=C2)CN3CCN(CC3)C)NC4=NC=CC(=N4)C5=CN=CC=C5. Cell line: U251. Synergy scores: CSS=24.4, Synergy_ZIP=-6.86, Synergy_Bliss=-5.55, Synergy_Loewe=-6.73, Synergy_HSA=-4.52. (7) Drug 1: C1=CC(=CC=C1CC(C(=O)O)N)N(CCCl)CCCl.Cl. Drug 2: C1C(C(OC1N2C=C(C(=O)NC2=O)F)CO)O. Cell line: HCT116. Synergy scores: CSS=44.4, Synergy_ZIP=-2.54, Synergy_Bliss=-1.20, Synergy_Loewe=-10.1, Synergy_HSA=1.96.